This data is from Forward reaction prediction with 1.9M reactions from USPTO patents (1976-2016). The task is: Predict the product of the given reaction. (1) The product is: [CH3:20][O:21][C:22](=[O:30])[C:23]1[CH:28]=[CH:27][C:26]([O:1][CH2:2][CH2:3][C:4]2[N:5]=[C:6]([C:10]3[CH:15]=[CH:14][C:13]([C:16]([F:19])([F:18])[F:17])=[CH:12][CH:11]=3)[S:7][C:8]=2[CH3:9])=[CH:25][CH:24]=1. Given the reactants [OH:1][CH2:2][CH2:3][C:4]1[N:5]=[C:6]([C:10]2[CH:15]=[CH:14][C:13]([C:16]([F:19])([F:18])[F:17])=[CH:12][CH:11]=2)[S:7][C:8]=1[CH3:9].[CH3:20][O:21][C:22](=[O:30])[C:23]1[CH:28]=[CH:27][C:26](O)=[CH:25][CH:24]=1.C1(P(C2C=CC=CC=2)C2C=CC=CC=2)C=CC=CC=1.N(C(OCC)=O)=NC(OCC)=O, predict the reaction product. (2) The product is: [Br:1][C:2]1[CH:3]=[CH:4][C:5]2[O:19][CH2:18][C:8]3([C:16]4[C:11](=[CH:12][CH:13]=[CH:14][CH:15]=4)[NH:10][C:9]3=[O:17])[C:6]=2[CH:7]=1. Given the reactants [Br:1][C:2]1[CH:3]=[CH:4][C:5](O)=[C:6]([C:8]2([CH2:18][OH:19])[C:16]3[C:11](=[CH:12][CH:13]=[CH:14][CH:15]=3)[NH:10][C:9]2=[O:17])[CH:7]=1.C1(CCN2C3C(=CC=CC=3)C(C3C(O)=CC4OCOC=4C=3)(CO)C2=O)CC1, predict the reaction product. (3) Given the reactants Cl[CH2:2][C:3]1[CH:8]=[CH:7][C:6]([C:9]2[C:10]([NH:15][S:16]([C:19]3[CH:24]=[CH:23][CH:22]=[CH:21][C:20]=3[C:25]([F:28])([F:27])[F:26])(=[O:18])=[O:17])=[N:11][CH:12]=[CH:13][N:14]=2)=[CH:5][CH:4]=1.[Cl:29][C:30]1[CH:37]=[CH:36][C:33]([NH:34][CH3:35])=[CH:32][CH:31]=1, predict the reaction product. The product is: [Cl:29][C:30]1[CH:37]=[CH:36][C:33]([N:34]([CH2:2][C:3]2[CH:8]=[CH:7][C:6]([C:9]3[C:10]([NH:15][S:16]([C:19]4[CH:24]=[CH:23][CH:22]=[CH:21][C:20]=4[C:25]([F:28])([F:27])[F:26])(=[O:17])=[O:18])=[N:11][CH:12]=[CH:13][N:14]=3)=[CH:5][CH:4]=2)[CH3:35])=[CH:32][CH:31]=1. (4) Given the reactants F[P-](F)(F)(F)(F)F.C[N+](C)=C(N(C)C)ON1C2N=CC=CC=2N=N1.[NH2:25][C:26]1[N:35]=[C:34]([N:36]2[CH2:41][CH2:40][N:39]([CH3:42])[CH2:38][CH2:37]2)[C:33]2[C:28](=[CH:29][C:30]([C:43](O)=[O:44])=[CH:31][CH:32]=2)[N:27]=1.C(N(CC)C(C)C)(C)C.[CH:55]1[C:64]2[C:59](=[CH:60][CH:61]=[CH:62][CH:63]=2)[CH:58]=[CH:57][C:56]=1[C@H:65]([NH2:67])[CH3:66], predict the reaction product. The product is: [NH2:25][C:26]1[N:35]=[C:34]([N:36]2[CH2:41][CH2:40][N:39]([CH3:42])[CH2:38][CH2:37]2)[C:33]2[C:28](=[CH:29][C:30]([C:43]([NH:67][C@@H:65]([C:56]3[CH:57]=[CH:58][C:59]4[C:64](=[CH:63][CH:62]=[CH:61][CH:60]=4)[CH:55]=3)[CH3:66])=[O:44])=[CH:31][CH:32]=2)[N:27]=1. (5) Given the reactants [F:1][C:2]1[CH:7]=[C:6]([F:8])[CH:5]=[CH:4][C:3]=1[CH:9]([OH:27])[CH:10]([CH2:16][C:17]1[CH:22]=[CH:21][C:20]([C:23]([F:26])([F:25])[F:24])=[CH:19][CH:18]=1)[C:11]([O:13]CC)=[O:12].[OH-].[Na+].Cl, predict the reaction product. The product is: [F:1][C:2]1[CH:7]=[C:6]([F:8])[CH:5]=[CH:4][C:3]=1[CH:9]([OH:27])[CH:10]([CH2:16][C:17]1[CH:22]=[CH:21][C:20]([C:23]([F:24])([F:25])[F:26])=[CH:19][CH:18]=1)[C:11]([OH:13])=[O:12].